Dataset: Reaction yield outcomes from USPTO patents with 853,638 reactions. Task: Predict the reaction yield, written as a fraction of the theoretical maximum amount of product (1.0 means a 100% yield; for example, 0.34 means a 34% yield). (1) The reactants are S(Cl)(Cl)=O.[Br:5][CH2:6][C@@:7]([OH:12])([CH3:11])[C:8](O)=[O:9].[N+:13]([C:16]1[CH:22]=[CH:21][C:19]([NH2:20])=[CH:18][C:17]=1[C:23]([F:26])([F:25])[F:24])([O-:15])=[O:14]. The catalyst is CC(N(C)C)=O. The product is [N+:13]([C:16]1[CH:22]=[CH:21][C:19]([NH:20][C:8](=[O:9])[C@:7]([OH:12])([CH3:11])[CH2:6][Br:5])=[CH:18][C:17]=1[C:23]([F:24])([F:25])[F:26])([O-:15])=[O:14]. The yield is 0.800. (2) The reactants are [NH2:1][C:2]1[CH:7]=[CH:6][CH:5]=[CH:4][CH:3]=1.[CH:8]1[CH2:13][CH2:12][CH:11]=[CH:10][CH:9]=1. The product is [CH:2]1([NH:1][C:8]2[CH:13]=[CH:12][CH:11]=[CH:10][CH:9]=2)[CH2:7][CH2:6][CH2:5][CH:4]=[CH:3]1. The yield is 0.870. The catalyst is C1COCC1. (3) The reactants are [CH3:1][N:2]([CH3:20])[C:3]([C:5]1[N:14]([CH:15]2[CH2:19][CH2:18][CH2:17][CH2:16]2)[C:8]2[N:9]=[C:10](Cl)[N:11]=[CH:12][C:7]=2[CH:6]=1)=[O:4].[N:21]1[CH:26]=[CH:25][CH:24]=[CH:23][C:22]=1[NH2:27]. No catalyst specified. The product is [CH3:1][N:2]([CH3:20])[C:3]([C:5]1[N:14]([CH:15]2[CH2:19][CH2:18][CH2:17][CH2:16]2)[C:8]2[N:9]=[C:10]([NH:27][C:22]3[CH:23]=[CH:24][CH:25]=[CH:26][N:21]=3)[N:11]=[CH:12][C:7]=2[CH:6]=1)=[O:4]. The yield is 0.840. (4) The reactants are [CH3:1][C:2]1[NH:6][CH:5]=[N:4][C:3]=1[C:7]([C:9]1[C:18]2[C:13](=[CH:14][CH:15]=[CH:16][CH:17]=2)[CH:12]=[CH:11][CH:10]=1)=[CH2:8]. The catalyst is C(O)C.[Pd]. The product is [CH3:1][C:2]1[NH:6][CH:5]=[N:4][C:3]=1[CH:7]([C:9]1[C:18]2[C:13](=[CH:14][CH:15]=[CH:16][CH:17]=2)[CH:12]=[CH:11][CH:10]=1)[CH3:8]. The yield is 0.730. (5) The reactants are I[C:2]1[CH:11]=[CH:10][C:5]([C:6]([O:8][CH3:9])=[O:7])=[CH:4][CH:3]=1.[CH:12]([Mg]Cl)([CH3:14])[CH3:13].[C:17]([Cu])#[N:18].[NH4+].[Cl-].[CH2:22]1[CH2:26][O:25][CH2:24][CH2:23]1. No catalyst specified. The product is [CH2:13]([O:8][C:6]([N:18]1[CH2:17][CH2:24][CH2:23][CH:22]1[C:26](=[O:25])[C:2]1[CH:11]=[CH:10][C:5]([C:6]([O:8][CH3:9])=[O:7])=[CH:4][CH:3]=1)=[O:7])[C:12]1[CH:14]=[CH:4][CH:3]=[CH:2][CH:11]=1. The yield is 0.570. (6) The reactants are [N+]([C:4]1[S:8][C:7]([C:9]#[N:10])=[CH:6][CH:5]=1)([O-])=O.[C:11]1([OH:17])[CH:16]=[CH:15][CH:14]=[CH:13][CH:12]=1.C(=O)([O-])[O-].[K+].[K+].O. The catalyst is CS(C)=O.C(OCC)(=O)C. The product is [O:17]([C:4]1[S:8][C:7]([C:9]#[N:10])=[CH:6][CH:5]=1)[C:11]1[CH:16]=[CH:15][CH:14]=[CH:13][CH:12]=1. The yield is 0.692.